Dataset: Full USPTO retrosynthesis dataset with 1.9M reactions from patents (1976-2016). Task: Predict the reactants needed to synthesize the given product. (1) Given the product [C:8]([C:7]1[CH:10]=[CH:11][C:4]([O:3][CH2:13][CH:14]2[CH2:19][CH2:18][N:17]([C:20]([O:22][C:23]([CH3:24])([CH3:26])[CH3:25])=[O:21])[CH2:16][CH2:15]2)=[CH:5][CH:6]=1)#[N:9], predict the reactants needed to synthesize it. The reactants are: [H-].[Na+].[OH:3][C:4]1[CH:11]=[CH:10][C:7]([C:8]#[N:9])=[CH:6][CH:5]=1.Br[CH2:13][CH:14]1[CH2:19][CH2:18][N:17]([C:20]([O:22][C:23]([CH3:26])([CH3:25])[CH3:24])=[O:21])[CH2:16][CH2:15]1.O. (2) Given the product [C:26]([O:25][C:23]([N:19]1[CH2:20][CH2:21][N:22]([C:2]2[N:7]([CH3:8])[C:6](=[O:9])[CH:5]=[C:4]([C:10]3[CH:15]=[CH:14][N:13]=[CH:12][N:11]=3)[N:3]=2)[C@H:17]([CH3:16])[CH2:18]1)=[O:24])([CH3:29])([CH3:27])[CH3:28], predict the reactants needed to synthesize it. The reactants are: Cl[C:2]1[N:7]([CH3:8])[C:6](=[O:9])[CH:5]=[C:4]([C:10]2[CH:15]=[CH:14][N:13]=[CH:12][N:11]=2)[N:3]=1.[CH3:16][C@H:17]1[NH:22][CH2:21][CH2:20][N:19]([C:23]([O:25][C:26]([CH3:29])([CH3:28])[CH3:27])=[O:24])[CH2:18]1.C(N(CC)CC)C. (3) Given the product [CH3:36][O:18][C:17](=[O:19])[CH:16]([C:20]1[CH:21]=[CH:22][C:23]([O:26][Si:27]([C:30]([CH3:33])([CH3:32])[CH3:31])([CH3:29])[CH3:28])=[CH:24][CH:25]=1)[NH:15][S:12]([C:9]1[CH:10]=[CH:11][C:6]([O:5][CH2:1][C:2]#[C:3][CH3:4])=[CH:7][CH:8]=1)(=[O:14])=[O:13], predict the reactants needed to synthesize it. The reactants are: [CH2:1]([O:5][C:6]1[CH:11]=[CH:10][C:9]([S:12]([NH:15][CH:16]([C:20]2[CH:25]=[CH:24][C:23]([OH:26])=[CH:22][CH:21]=2)[C:17]([O-:19])=[O:18])(=[O:14])=[O:13])=[CH:8][CH:7]=1)[C:2]#[C:3][CH3:4].[Si:27](Cl)([C:30]([CH3:33])([CH3:32])[CH3:31])([CH3:29])[CH3:28].N1C=CN=[CH:36]1. (4) Given the product [CH:5]([C:4]1[CH:7]=[CH:8][C:9]([OH:10])=[C:2]([O:1][C:13](=[O:15])[CH3:14])[CH:3]=1)=[O:6], predict the reactants needed to synthesize it. The reactants are: [OH:1][C:2]1[CH:3]=[C:4]([CH:7]=[CH:8][C:9]=1[OH:10])[CH:5]=[O:6].[H-].[Na+].[C:13](OC(=O)C)(=[O:15])[CH3:14].Cl. (5) Given the product [Cl:10][C:11]1[CH:12]=[C:13]2[C:18](=[C:19]([C:21]([NH:7][S:4]([CH:1]3[CH2:3][CH2:2]3)(=[O:6])=[O:5])=[O:22])[CH:20]=1)[NH:17][CH:16]([C:24]1[CH:29]=[CH:28][CH:27]=[C:26]([N:30]3[CH2:35][CH2:34][O:33][CH2:32][CH2:31]3)[CH:25]=1)[CH2:15][C:14]2([CH3:37])[CH3:36], predict the reactants needed to synthesize it. The reactants are: [CH:1]1([S:4]([NH2:7])(=[O:6])=[O:5])[CH2:3][CH2:2]1.[H-].[Na+].[Cl:10][C:11]1[CH:12]=[C:13]2[C:18](=[C:19]([C:21](O)=[O:22])[CH:20]=1)[NH:17][CH:16]([C:24]1[CH:29]=[CH:28][CH:27]=[C:26]([N:30]3[CH2:35][CH2:34][O:33][CH2:32][CH2:31]3)[CH:25]=1)[CH2:15][C:14]2([CH3:37])[CH3:36].C(N1C=CN=C1)(N1C=CN=C1)=O.